Task: Predict the reaction yield, written as a fraction of the theoretical maximum amount of product (1.0 means a 100% yield; for example, 0.34 means a 34% yield).. Dataset: Reaction yield outcomes from USPTO patents with 853,638 reactions (1) The reactants are [NH2:1][C:2]1[NH:6][N:5]=[C:4]2[C:7]([CH3:18])([CH3:17])[N:8]([C:10]([O:12][C:13]([CH3:16])([CH3:15])[CH3:14])=[O:11])[CH2:9][C:3]=12.C(N(CC)C(C)C)(C)C.Cl[C:29]([O:31][CH2:32][CH3:33])=[O:30]. The catalyst is C1COCC1.CCOC(C)=O. The product is [NH2:1][C:2]1[N:6]([C:29]([O:31][CH2:32][CH3:33])=[O:30])[N:5]=[C:4]2[C:7]([CH3:18])([CH3:17])[N:8]([C:10]([O:12][C:13]([CH3:16])([CH3:15])[CH3:14])=[O:11])[CH2:9][C:3]=12. The yield is 0.380. (2) The reactants are [NH2:1][C:2]1[C:7](I)=[C:6]([O:9][CH2:10][CH3:11])[N:5]=[C:4]([C:12]([NH:14][CH2:15][C:16]2[CH:21]=[CH:20][C:19]([S:22]([CH3:25])(=[O:24])=[O:23])=[CH:18][CH:17]=2)=[O:13])[CH:3]=1.[C:26]([Si:28]([CH3:31])([CH3:30])[CH3:29])#[CH:27].C(N([CH2:37][CH3:38])CC)C. The catalyst is CN(C)C=O.[Cu]I. The product is [CH3:25][S:22]([C:19]1[CH:20]=[CH:21][C:16]([CH2:15][NH:14][C:12]([C:4]2[CH:3]=[C:2]([NH2:1])[C:7]([C:37]([Si:28]([CH3:30])([CH3:29])[CH3:26])=[CH:38][C:27]#[C:26][Si:28]([CH3:31])([CH3:30])[CH3:29])=[C:6]([O:9][CH2:10][CH3:11])[N:5]=2)=[O:13])=[CH:17][CH:18]=1)(=[O:24])=[O:23]. The yield is 0.300. (3) The reactants are [F:1][C:2]1[CH:30]=[CH:29][CH:28]=[CH:27][C:3]=1[O:4][C:5]1[CH:10]=[CH:9][C:8]([C:11]2[C:19]3[C:14](=[N:15][CH:16]=[N:17][C:18]=3[NH2:20])[N:13]([C@@H:21]3[CH2:26][CH2:25][CH2:24][NH:23][CH2:22]3)[N:12]=2)=[CH:7][CH:6]=1.N1(C(N2C=CN=C2)=O)C=CN=C1.[C:43]([CH2:45][C:46](O)=[O:47])#[N:44]. The catalyst is ClCCl. The product is [NH2:20][C:18]1[N:17]=[CH:16][N:15]=[C:14]2[N:13]([C@@H:21]3[CH2:26][CH2:25][CH2:24][N:23]([C:46](=[O:47])[CH2:45][C:43]#[N:44])[CH2:22]3)[N:12]=[C:11]([C:8]3[CH:7]=[CH:6][C:5]([O:4][C:3]4[CH:27]=[CH:28][CH:29]=[CH:30][C:2]=4[F:1])=[CH:10][CH:9]=3)[C:19]=12. The yield is 0.510. (4) The reactants are [NH:1]1[C:9]2[C:4](=[CH:5][CH:6]=[CH:7][CH:8]=2)[CH2:3][C:2]1=[O:10].Br[CH2:12][CH2:13][CH2:14][Cl:15].C(=O)([O-])[O-].[K+].[K+]. The catalyst is C(#N)C. The product is [Cl:15][CH2:14][CH2:13][CH2:12][N:1]1[C:9]2[C:4](=[CH:5][CH:6]=[CH:7][CH:8]=2)[CH2:3][C:2]1=[O:10]. The yield is 0.390. (5) The reactants are [Cl:1][C:2]1[CH:9]=[CH:8][CH:7]=[C:6]([N:10]2[CH:14]=[C:13]([CH3:15])[N:12]=[CH:11]2)[C:3]=1[C:4]#[N:5].[CH3:16][N+:17]([CH3:19])=[CH2:18].[I-]. The catalyst is CN(C=O)C. The product is [Cl:1][C:2]1[CH:9]=[CH:8][CH:7]=[C:6]([N:10]2[C:14]([CH2:16][N:17]([CH3:19])[CH3:18])=[C:13]([CH3:15])[N:12]=[CH:11]2)[C:3]=1[C:4]#[N:5]. The yield is 0.290. (6) The reactants are [CH3:1][N:2]1[C:6]([NH2:7])=[CH:5][C:4]([CH3:8])=[N:3]1.[C:9](Cl)(=[O:14])[C:10]([CH3:13])([CH3:12])[CH3:11]. The catalyst is N1C=CC=CC=1. The product is [CH3:1][N:2]1[C:6]([NH:7][C:9](=[O:14])[C:10]([CH3:13])([CH3:12])[CH3:11])=[CH:5][C:4]([CH3:8])=[N:3]1. The yield is 0.960. (7) The reactants are [CH3:1][O:2][N:3]1[CH2:8][CH2:7][CH:6]([C:9]2[CH:14]=[CH:13][C:12]([NH2:15])=[CH:11][CH:10]=2)[CH2:5][CH2:4]1.C1C(=O)N([Br:23])C(=O)C1. The catalyst is C(Cl)Cl. The product is [Br:23][C:11]1[CH:10]=[C:9]([C:6]2[CH2:5][CH2:4][N:3]([O:2][CH3:1])[CH2:8][CH:7]=2)[CH:14]=[CH:13][C:12]=1[NH2:15]. The yield is 0.745.